This data is from Forward reaction prediction with 1.9M reactions from USPTO patents (1976-2016). The task is: Predict the product of the given reaction. (1) Given the reactants [Br:1][C:2]1[CH:7]=[CH:6][C:5]([SH:8])=[CH:4][CH:3]=1.II, predict the reaction product. The product is: [Br:1][C:2]1[CH:7]=[CH:6][C:5]([S:8][S:8][C:5]2[CH:6]=[CH:7][C:2]([Br:1])=[CH:3][CH:4]=2)=[CH:4][CH:3]=1. (2) The product is: [C:33]([C:3]1[C:4]2[C:9](=[CH:8][CH:7]=[C:6]([CH:10]([C:22]3[CH:23]=[CH:24][CH:25]=[CH:26][CH:27]=3)[C:11]([CH3:21])([CH3:20])[C:12]([NH:14][C:15]3[S:16][CH:17]=[CH:18][N:19]=3)=[O:13])[CH:5]=2)[NH:1][CH:2]=1)#[N:32]. Given the reactants [NH:1]1[C:9]2[C:4](=[CH:5][C:6]([CH:10]([C:22]3[CH:27]=[CH:26][CH:25]=[CH:24][CH:23]=3)[C:11]([CH3:21])([CH3:20])[C:12]([NH:14][C:15]3[S:16][CH:17]=[CH:18][N:19]=3)=[O:13])=[CH:7][CH:8]=2)[CH:3]=[CH:2]1.ClS([N:32]=[C:33]=O)(=O)=O.CN(C=O)C, predict the reaction product. (3) Given the reactants [CH2:1]([C:3]1[CH:8]=[C:7]([C:9]2[CH:10]=[N:11][C:12]([O:15]C)=[N:13][CH:14]=2)[CH:6]=[CH:5][C:4]=1[N:17]([CH3:28])[C:18]1[N:23]=[CH:22][C:21]2[N:24]=[CH:25][N:26]([CH3:27])[C:20]=2[CH:19]=1)[CH3:2].C(Cl)Cl.O.[OH-].[Na+], predict the reaction product. The product is: [CH2:1]([C:3]1[CH:8]=[C:7]([C:9]2[CH:10]=[N:11][C:12]([OH:15])=[N:13][CH:14]=2)[CH:6]=[CH:5][C:4]=1[N:17]([CH3:28])[C:18]1[N:23]=[CH:22][C:21]2[N:24]=[CH:25][N:26]([CH3:27])[C:20]=2[CH:19]=1)[CH3:2]. (4) Given the reactants [NH2:1][C:2]1[N:3]=[C:4]([Cl:20])[C:5]2[CH2:10][C:9](=[O:11])[N:8]([CH2:12][C:13]3[CH:14]=[N:15][N:16]([CH3:19])[C:17]=3[CH3:18])[C:6]=2[N:7]=1.[CH:21]([C:23]1[NH:27][CH:26]=[C:25]([C:28]([OH:30])=[O:29])[C:24]=1[CH3:31])=O.N1CCCCC1, predict the reaction product. The product is: [NH2:1][C:2]1[N:3]=[C:4]([Cl:20])[C:5]2=[C:6]([N:8]([CH2:12][C:13]3[CH:14]=[N:15][N:16]([CH3:19])[C:17]=3[CH3:18])[C:9](=[O:11])/[C:10]/2=[CH:21]\[C:23]2[NH:27][CH:26]=[C:25]([C:28]([OH:30])=[O:29])[C:24]=2[CH3:31])[N:7]=1. (5) The product is: [C:28]([C@@H:26]1[CH2:27][C@H:25]1[C:9]1[C:8]2[C:12](=[CH:13][CH:14]=[C:6]([C:4]#[N:5])[CH:7]=2)[N:11]([S:15]([C:18]2[CH:23]=[CH:22][C:21]([CH3:24])=[CH:20][CH:19]=2)(=[O:16])=[O:17])[CH:10]=1)(=[O:29])[CH3:34]. Given the reactants C[Mg]Br.[C:4]([C:6]1[CH:7]=[C:8]2[C:12](=[CH:13][CH:14]=1)[N:11]([S:15]([C:18]1[CH:23]=[CH:22][C:21]([CH3:24])=[CH:20][CH:19]=1)(=[O:17])=[O:16])[CH:10]=[C:9]2[C@@H:25]1[CH2:27][C@H:26]1[C:28](N(OC)C)=[O:29])#[N:5].[CH2:34]1COCC1, predict the reaction product. (6) Given the reactants [CH3:1][O:2][C:3](=[O:12])[C:4]1[CH:9]=[CH:8][C:7]([NH2:10])=[CH:6][C:5]=1[Cl:11].Cl[CH2:14][CH2:15][N:16]=[C:17]=[S:18], predict the reaction product. The product is: [CH3:1][O:2][C:3](=[O:12])[C:4]1[CH:9]=[CH:8][C:7]([NH:10][C:17]2[S:18][CH2:14][CH2:15][N:16]=2)=[CH:6][C:5]=1[Cl:11].